This data is from Full USPTO retrosynthesis dataset with 1.9M reactions from patents (1976-2016). The task is: Predict the reactants needed to synthesize the given product. Given the product [ClH:3].[Cl:3][C:15]1[C:9]2[C:10](=[CH:11][CH:6]=[CH:7][CH:8]=2)[CH:12]=[N:13][N:14]=1, predict the reactants needed to synthesize it. The reactants are: P(Cl)(Cl)([Cl:3])=O.[CH:6]1[CH:7]=[CH:8][C:9]2[C:10](=[CH:12][N:13]=[N:14][C:15]=2O)[CH:11]=1.